Dataset: Retrosynthesis with 50K atom-mapped reactions and 10 reaction types from USPTO. Task: Predict the reactants needed to synthesize the given product. (1) Given the product O=C(OCc1ccccc1)c1cc2ccc(O)cc2[nH]1, predict the reactants needed to synthesize it. The reactants are: BrCc1ccccc1.O=C(O)c1cc2ccc(O)cc2[nH]1. (2) Given the product CC(C)(C)OC(=O)N1Cc2ccc(C3=CCOCC3)cc2C1, predict the reactants needed to synthesize it. The reactants are: CC(C)(C)OC(=O)N1Cc2ccc(I)cc2C1.CCCC[Sn](CCCC)(CCCC)C1=CCOCC1. (3) The reactants are: CCOC(=O)C(C)Oc1ncn(-c2ccc(Cl)c(Cl)c2)n1. Given the product CC(Oc1ncn(-c2ccc(Cl)c(Cl)c2)n1)C(=O)O, predict the reactants needed to synthesize it. (4) The reactants are: CS(=O)(=N[N+](=O)[O-])c1cccc(N)c1.C[C@H](CO)Nc1nc(Cl)ncc1Br. Given the product C[C@H](CO)Nc1nc(Nc2cccc(S(C)(=O)=N[N+](=O)[O-])c2)ncc1Br, predict the reactants needed to synthesize it. (5) Given the product Cc1ccc(S(=O)(=O)n2ccc3nc(NN)cnc32)cc1, predict the reactants needed to synthesize it. The reactants are: Cc1ccc(S(=O)(=O)n2ccc3nc(NNC(=O)OC(C)(C)C)cnc32)cc1.